Dataset: Full USPTO retrosynthesis dataset with 1.9M reactions from patents (1976-2016). Task: Predict the reactants needed to synthesize the given product. (1) Given the product [F:8][C:6]1[CH:5]=[C:4]([CH2:9][C:10]([NH:19][C@H:20]([C:26]([C:20]2([NH2:19])[C:26](=[O:27])[N:25]([CH2:28][CH:29]3[CH2:31][CH2:30]3)[C:24]3[CH:32]=[CH:33][CH:34]=[CH:35][C:23]=3[N:22]([CH2:36][CH:37]3[CH2:39][CH2:38]3)[C:21]2=[O:40])=[O:27])[CH3:21])=[O:12])[CH:3]=[C:2]([F:1])[CH:7]=1, predict the reactants needed to synthesize it. The reactants are: [F:1][C:2]1[CH:3]=[C:4]([CH2:9][C:10]([OH:12])=O)[CH:5]=[C:6]([F:8])[CH:7]=1.Cl.N[C@H](C([NH:19][CH:20]1[C:26](=[O:27])[N:25]([CH2:28][CH:29]2[CH2:31][CH2:30]2)[C:24]2[CH:32]=[CH:33][CH:34]=[CH:35][C:23]=2[N:22]([CH2:36][CH:37]2[CH2:39][CH2:38]2)[C:21]1=[O:40])=O)C. (2) Given the product [F:15][C:10]1[C:9]([C:3]2[CH:4]=[C:5]([CH:7]=[O:8])[S:6][C:2]=2[S:30]([C:24]2[CH:29]=[CH:28][CH:27]=[CH:26][CH:25]=2)(=[O:32])=[O:31])=[CH:14][CH:13]=[CH:12][N:11]=1, predict the reactants needed to synthesize it. The reactants are: Br[C:2]1[S:6][C:5]([CH:7]=[O:8])=[CH:4][C:3]=1[C:9]1[C:10]([F:15])=[N:11][CH:12]=[CH:13][CH:14]=1.N1C=CC=CC=1.O.O.[C:24]1([S:30]([O-:32])=[O:31])[CH:29]=[CH:28][CH:27]=[CH:26][CH:25]=1.[Na+].O. (3) Given the product [NH2:15][C:7]1[N:6]=[C:5]([CH:9]2[CH2:11][CH2:10]2)[N:4]=[C:3]([C:12]([OH:14])=[O:13])[C:2]=1[Cl:1], predict the reactants needed to synthesize it. The reactants are: [Cl:1][C:2]1[C:3]([C:12]([OH:14])=[O:13])=[N:4][C:5]([CH:9]2[CH2:11][CH2:10]2)=[N:6][C:7]=1Cl.[NH3:15].Cl. (4) Given the product [Br:1][C:2]1[CH:3]=[C:4]([NH:9][C:10]2[C:11]3[CH:19]=[C:18]([NH:28][CH2:27][C:26]4[CH:29]=[CH:30][C:23]([O:22][CH3:21])=[CH:24][CH:25]=4)[N:17]=[CH:16][C:12]=3[N:13]=[CH:14][N:15]=2)[CH:5]=[CH:6][C:7]=1[Cl:8], predict the reactants needed to synthesize it. The reactants are: [Br:1][C:2]1[CH:3]=[C:4]([NH:9][C:10]2[C:11]3[CH:19]=[C:18](F)[N:17]=[CH:16][C:12]=3[N:13]=[CH:14][N:15]=2)[CH:5]=[CH:6][C:7]=1[Cl:8].[CH3:21][O:22][C:23]1[CH:30]=[CH:29][C:26]([CH2:27][NH2:28])=[CH:25][CH:24]=1.